The task is: Predict the reactants needed to synthesize the given product.. This data is from Full USPTO retrosynthesis dataset with 1.9M reactions from patents (1976-2016). (1) Given the product [Cl:12][CH2:11][C@H:13]([OH:15])[CH2:14][C:3]1[CH:8]=[CH:7][C:6]([Cl:9])=[C:5]([Cl:10])[CH:4]=1, predict the reactants needed to synthesize it. The reactants are: [Mg].Br[C:3]1[CH:8]=[CH:7][C:6]([Cl:9])=[C:5]([Cl:10])[CH:4]=1.[CH2:11]([C@@H:13]1[O:15][CH2:14]1)[Cl:12]. (2) The reactants are: [N:1]1([CH2:6][CH2:7][CH2:8][O:9][C:10]2[CH:15]=[CH:14][C:13]([C:16]3([CH2:22][NH2:23])[CH2:21][CH2:20][O:19][CH2:18][CH2:17]3)=[CH:12][CH:11]=2)[CH2:5][CH2:4][CH2:3][CH2:2]1.Cl[C:25]1[N:30]=[CH:29][CH:28]=[CH:27][N:26]=1.C(N(CC)C(C)C)(C)C. Given the product [N:1]1([CH2:6][CH2:7][CH2:8][O:9][C:10]2[CH:15]=[CH:14][C:13]([C:16]3([CH2:22][NH:23][C:25]4[N:30]=[CH:29][CH:28]=[CH:27][N:26]=4)[CH2:17][CH2:18][O:19][CH2:20][CH2:21]3)=[CH:12][CH:11]=2)[CH2:5][CH2:4][CH2:3][CH2:2]1, predict the reactants needed to synthesize it. (3) Given the product [C:11]1([C:14]2[CH:19]=[CH:18][CH:17]=[CH:16][CH:15]=2)[CH:10]=[CH:9][C:8]([NH:7][C:5](=[O:6])[C:4]2[CH:20]=[CH:21][C:22]([C:23]([F:24])([F:25])[F:26])=[C:2]([NH:1][C:29](=[O:30])[CH:28]([Cl:27])[CH3:32])[CH:3]=2)=[CH:13][CH:12]=1, predict the reactants needed to synthesize it. The reactants are: [NH2:1][C:2]1[CH:3]=[C:4]([CH:20]=[CH:21][C:22]=1[C:23]([F:26])([F:25])[F:24])[C:5]([NH:7][C:8]1[CH:13]=[CH:12][C:11]([C:14]2[CH:19]=[CH:18][CH:17]=[CH:16][CH:15]=2)=[CH:10][CH:9]=1)=[O:6].[Cl:27][CH:28]([CH3:32])[C:29](Cl)=[O:30]. (4) Given the product [ClH:46].[NH2:38][C@@H:22]([CH2:21][C:10]1[CH:11]=[CH:12][C:13]([O:14][C:15]([O:17][CH:18]([CH3:20])[CH3:19])=[O:16])=[C:8]([O:7][C:5]([O:4][CH:1]([CH3:3])[CH3:2])=[O:6])[CH:9]=1)[C:23]([O:25][C@H:26]([CH3:37])[CH2:27][O:28][C:29]([C:31]1[CH:36]=[CH:35][CH:34]=[CH:33][CH:32]=1)=[O:30])=[O:24], predict the reactants needed to synthesize it. The reactants are: [CH:1]([O:4][C:5]([O:7][C:8]1[CH:9]=[C:10]([CH2:21][C@H:22]([NH:38]C(OC(C)(C)C)=O)[C:23]([O:25][C@H:26]([CH3:37])[CH2:27][O:28][C:29]([C:31]2[CH:36]=[CH:35][CH:34]=[CH:33][CH:32]=2)=[O:30])=[O:24])[CH:11]=[CH:12][C:13]=1[O:14][C:15]([O:17][CH:18]([CH3:20])[CH3:19])=[O:16])=[O:6])([CH3:3])[CH3:2].[ClH:46]. (5) Given the product [Cl:21][C:11]1[CH:12]=[C:13]2[C:8](=[CH:9][C:10]=1[Cl:22])[N:7]=[C:6]([N:24]1[CH2:29][CH2:28][CH2:27][CH2:26][CH2:25]1)[C:5]([C:3]([OH:2])=[O:4])=[C:14]2[C:15]1[CH:20]=[CH:19][CH:18]=[CH:17][CH:16]=1, predict the reactants needed to synthesize it. The reactants are: C[O:2][C:3]([C:5]1[C:6](Cl)=[N:7][C:8]2[C:13]([C:14]=1[C:15]1[CH:20]=[CH:19][CH:18]=[CH:17][CH:16]=1)=[CH:12][C:11]([Cl:21])=[C:10]([Cl:22])[CH:9]=2)=[O:4].[NH:24]1[CH2:29][CH2:28][CH2:27][CH2:26][CH2:25]1.